From a dataset of Reaction yield outcomes from USPTO patents with 853,638 reactions. Predict the reaction yield, written as a fraction of the theoretical maximum amount of product (1.0 means a 100% yield; for example, 0.34 means a 34% yield). (1) The reactants are [C:1]([N:5]1[CH2:10][CH2:9][N:8]([C:11](OC(C)(C)C)=[O:12])[C@@H:7]([C:18]([N:20]2[CH2:25][CH2:24][NH:23][CH2:22][CH2:21]2)=[O:19])[CH2:6]1)([CH3:4])([CH3:3])[CH3:2].[Br:26][C:27]1[S:31][C:30]([NH:32][C:33](=[O:41])OC2C=CC=CC=2)=[N:29][C:28]=1[CH3:42]. The catalyst is C(Cl)Cl. The product is [NH3:5].[CH3:11][OH:12].[Br:26][C:27]1[S:31][C:30]([NH:32][C:33]([N:23]2[CH2:24][CH2:25][N:20]([C:18]([C@H:7]3[CH2:6][N:5]([C:1]([CH3:4])([CH3:3])[CH3:2])[CH2:10][CH2:9][NH:8]3)=[O:19])[CH2:21][CH2:22]2)=[O:41])=[N:29][C:28]=1[CH3:42]. The yield is 0.100. (2) The reactants are C(OC([N:8]([CH2:19][C:20]1[CH:25]=[CH:24][C:23]([O:26][CH3:27])=[CH:22][CH:21]=1)[S:9]([NH:12][CH2:13][C:14]([O:16][CH2:17][CH3:18])=[O:15])(=[O:11])=[O:10])=O)(C)(C)C. The catalyst is C(OCC)(=O)C.Cl. The product is [CH3:27][O:26][C:23]1[CH:22]=[CH:21][C:20]([CH2:19][NH:8][S:9]([NH:12][CH2:13][C:14]([O:16][CH2:17][CH3:18])=[O:15])(=[O:10])=[O:11])=[CH:25][CH:24]=1. The yield is 0.860. (3) The yield is 0.0500. The product is [F:1][C:2]1[CH:7]=[C:6]([N:8]2[C:28](=[O:29])[CH:27]=[C:26]([CH3:32])[N:22]=[C:23]2[CH3:25])[CH:5]=[CH:4][C:3]=1[NH:9][CH2:10][CH2:11][N:12]1[CH2:17][CH2:16][CH2:15][CH2:14][CH2:13]1. The reactants are [F:1][C:2]1[CH:7]=[C:6]([NH2:8])[CH:5]=[CH:4][C:3]=1[NH:9][CH2:10][CH2:11][N:12]1[CH2:17][CH2:16][CH2:15][CH2:14][CH2:13]1.C[Al](C)C.[NH:22](/[C:26](/[CH3:32])=[CH:27]\[C:28](OC)=[O:29])[C:23]([CH3:25])=O. The catalyst is C(Cl)Cl. (4) The reactants are Cl[C:2]1[N:7]=[C:6]2[NH:8][N:9]=[C:10]([C:11]([O:13][CH3:14])=[O:12])[C:5]2=[CH:4][CH:3]=1.[CH3:15][N:16]1[CH:20]=[C:19](B(O)O)[CH:18]=[N:17]1. No catalyst specified. The product is [CH3:15][N:16]1[CH:20]=[C:19]([C:2]2[N:7]=[C:6]3[NH:8][N:9]=[C:10]([C:11]([O:13][CH3:14])=[O:12])[C:5]3=[CH:4][CH:3]=2)[CH:18]=[N:17]1. The yield is 0.600. (5) The reactants are [N:1]1([C:10]2[N:14]([CH3:15])[N:13]=[C:12]([CH3:16])[C:11]=2/[CH:17]=[CH:18]/[C:19]([OH:21])=O)[C:9]2[C:4](=[CH:5][CH:6]=[CH:7][CH:8]=2)[CH:3]=[CH:2]1.CC1N(COCC[Si](C)(C)C)C(C)=C(C2C3C(=CC=CC=3)C=CC=2)C=1C=O.CC1C=CC=C([N+]([O-])=O)C=1C(OC(=O)C1C([N+]([O-])=O)=CC=CC=1C)=O.[CH2:74]([S:79]([NH2:82])(=[O:81])=[O:80])[CH2:75][CH2:76][CH2:77][CH3:78]. The catalyst is CN(C)C1C=CN=CC=1.C(#N)C.C(N(CC)CC)C. The product is [N:1]1([C:10]2[N:14]([CH3:15])[N:13]=[C:12]([CH3:16])[C:11]=2/[CH:17]=[CH:18]/[C:19]([NH:82][S:79]([CH2:74][CH2:75][CH2:76][CH2:77][CH3:78])(=[O:81])=[O:80])=[O:21])[C:9]2[C:4](=[CH:5][CH:6]=[CH:7][CH:8]=2)[CH:3]=[CH:2]1. The yield is 0.980.